Task: Predict the reactants needed to synthesize the given product.. Dataset: Full USPTO retrosynthesis dataset with 1.9M reactions from patents (1976-2016) (1) Given the product [CH3:20][O:21][C@H:22]1[CH2:27][CH2:26][C@H:25]([NH:28][C:5]2[N:10]=[CH:9][C:8]([C:11]#[C:12][C:13]3[CH:18]=[CH:17][CH:16]=[CH:15][CH:14]=3)=[CH:7][N:6]=2)[CH2:24][CH2:23]1, predict the reactants needed to synthesize it. The reactants are: CS([C:5]1[N:10]=[CH:9][C:8]([C:11]#[C:12][C:13]2[CH:18]=[CH:17][CH:16]=[CH:15][CH:14]=2)=[CH:7][N:6]=1)(=O)=O.Cl.[CH3:20][O:21][C@H:22]1[CH2:27][CH2:26][C@H:25]([NH2:28])[CH2:24][CH2:23]1. (2) Given the product [Cl:13][C:14]1[CH:19]=[CH:18][CH:17]=[CH:16][C:15]=1[CH2:20][N:21]1[C:22]([OH:42])=[C:23]([C:38]([NH:10][CH2:9][C:6]2[CH:5]=[CH:4][C:3]([C:2]([F:11])([F:12])[F:1])=[CH:8][CH:7]=2)=[O:39])[C:24]([OH:37])=[C:25]([C:28]([NH:30][CH2:31][C:32]([OH:34])=[O:33])=[O:29])[C:26]1=[O:27], predict the reactants needed to synthesize it. The reactants are: [F:1][C:2]([F:12])([F:11])[C:3]1[CH:8]=[CH:7][C:6]([CH2:9][NH2:10])=[CH:5][CH:4]=1.[Cl:13][C:14]1[CH:19]=[CH:18][CH:17]=[CH:16][C:15]=1[CH2:20][N:21]1[C:26](=[O:27])[C:25]([C:28]([NH:30][CH2:31][C:32]([O:34]CC)=[O:33])=[O:29])=[C:24]([OH:37])[C:23]([C:38](OC)=[O:39])=[C:22]1[OH:42]. (3) Given the product [CH3:1][O:2][C:3]([C:5]1[S:9][C:8]([NH:33][CH2:32][CH2:31][S:30][C:11]([C:18]2[CH:23]=[CH:22][CH:21]=[CH:20][CH:19]=2)([C:12]2[CH:13]=[CH:14][CH:15]=[CH:16][CH:17]=2)[C:24]2[CH:29]=[CH:28][CH:27]=[CH:26][CH:25]=2)=[N:7][CH:6]=1)=[O:4], predict the reactants needed to synthesize it. The reactants are: [CH3:1][O:2][C:3]([C:5]1[S:9][C:8](Br)=[N:7][CH:6]=1)=[O:4].[C:11]([S:30][CH2:31][CH2:32][NH2:33])([C:24]1[CH:29]=[CH:28][CH:27]=[CH:26][CH:25]=1)([C:18]1[CH:23]=[CH:22][CH:21]=[CH:20][CH:19]=1)[C:12]1[CH:17]=[CH:16][CH:15]=[CH:14][CH:13]=1.C(N(CC)CC)C. (4) Given the product [F:1][C:2]1[CH:3]=[CH:4][C:5]([OH:28])=[C:6]([C:8]2[CH:13]=[CH:12][CH:11]=[C:10]([S:14]([NH:17][C:18]3[CH:26]=[CH:25][C:21]([C:22]([O:24][CH2:37][CH2:36][O:29][C:30]4[CH:35]=[CH:34][CH:33]=[CH:32][CH:31]=4)=[O:23])=[C:20]([OH:27])[CH:19]=3)(=[O:15])=[O:16])[CH:9]=2)[CH:7]=1, predict the reactants needed to synthesize it. The reactants are: [F:1][C:2]1[CH:3]=[CH:4][C:5]([OH:28])=[C:6]([C:8]2[CH:13]=[CH:12][CH:11]=[C:10]([S:14]([NH:17][C:18]3[CH:26]=[CH:25][C:21]([C:22]([OH:24])=[O:23])=[C:20]([OH:27])[CH:19]=3)(=[O:16])=[O:15])[CH:9]=2)[CH:7]=1.[O:29]([CH2:36][CH2:37]O)[C:30]1[CH:35]=[CH:34][CH:33]=[CH:32][CH:31]=1. (5) Given the product [CH3:1][N:2]1[CH2:7][CH2:6][N:5]([CH2:8][C:9]2[N:10]=[C:11]([NH:14][C:34]([C:36]3[C:37]4[N:38]=[CH:39][CH:40]=[N:41][C:42]=4[C:43]([C:46]4[C:55]5[C:50](=[CH:51][CH:52]=[CH:53][CH:54]=5)[CH:49]=[N:48][CH:47]=4)=[CH:44][CH:45]=3)=[O:35])[NH:12][CH:13]=2)[CH2:4][CH2:3]1, predict the reactants needed to synthesize it. The reactants are: [CH3:1][N:2]1[CH2:7][CH2:6][N:5]([CH2:8][C:9]2[N:10]=[C:11]([N+:14]([O-])=O)[NH:12][CH:13]=2)[CH2:4][CH2:3]1.CO.C(N1CCN(C2C=C(N[C:34]([C:36]3[C:37]4[N:38]=[CH:39][CH:40]=[N:41][C:42]=4[C:43]([C:46]4[C:55]5[C:50](=[CH:51][CH:52]=[CH:53][CH:54]=5)[CH:49]=[N:48][CH:47]=4)=[CH:44][CH:45]=3)=[O:35])C=CC=2)CC1)C. (6) Given the product [F:7][C:8]1[CH:13]=[CH:12][C:11]([NH:14][C:15]([C:17]2([C:20]([Cl:4])=[O:22])[CH2:19][CH2:18]2)=[O:16])=[CH:10][CH:9]=1, predict the reactants needed to synthesize it. The reactants are: C(Cl)(=O)C([Cl:4])=O.[F:7][C:8]1[CH:13]=[CH:12][C:11]([NH:14][C:15]([C:17]2([C:20]([OH:22])=O)[CH2:19][CH2:18]2)=[O:16])=[CH:10][CH:9]=1.